From a dataset of Full USPTO retrosynthesis dataset with 1.9M reactions from patents (1976-2016). Predict the reactants needed to synthesize the given product. (1) Given the product [NH2:2][CH2:4][CH2:5][C:6]1[C:10]2[C:9](=[CH:14][CH:13]=[C:12]([CH2:15][S:16]([N:19]3[CH2:20][CH2:21][CH2:22][CH2:23]3)(=[O:18])=[O:17])[CH:11]=2)[NH:8][CH:7]=1, predict the reactants needed to synthesize it. The reactants are: C[N:2]([CH2:4][CH2:5][C:6]1[C:10]2[CH:11]=[C:12]([CH2:15][S:16]([N:19]3[CH2:23][CH2:22][CH2:21][CH2:20]3)(=[O:18])=[O:17])[CH:13]=[CH:14][C:9]=2[NH:8][CH:7]=1)C.N1C2C(=CC=CC=2)C=C1.C1(NN)C=CC=CC=1.C(OC(OCC)CCCCl)C. (2) Given the product [C:1]([C:4]1[C:22](=[O:23])[C@@:8]2([CH3:24])[C:9]3[C:15]([OH:16])=[CH:14][C:13]([O:17][CH3:18])=[C:12]([C:19]([NH:21][CH2:41][C:29]4[C:30]5[C:35](=[C:34]([F:38])[C:33]([F:39])=[C:32]([F:40])[CH:31]=5)[CH:36]=[CH:37][C:28]=4[CH2:26][CH3:27])=[O:20])[C:10]=3[O:11][C:7]2=[CH:6][C:5]=1[OH:25])(=[O:3])[CH3:2], predict the reactants needed to synthesize it. The reactants are: [C:1]([C:4]1[C:22](=[O:23])[C@@:8]2([CH3:24])[C:9]3[C:15]([OH:16])=[CH:14][C:13]([O:17][CH3:18])=[C:12]([C:19]([NH2:21])=[O:20])[C:10]=3[O:11][C:7]2=[CH:6][C:5]=1[OH:25])(=[O:3])[CH3:2].[CH2:26]([C:28]1[CH:37]=[CH:36][C:35]2[C:30](=[CH:31][C:32]([F:40])=[C:33]([F:39])[C:34]=2[F:38])[C:29]=1[CH:41]=O)[CH3:27].C([SiH](CC)CC)C.FC(F)(F)C(O)=O. (3) Given the product [ClH:34].[ClH:36].[C:1]([NH:5][C:6](=[O:35])[C:7]1[CH:12]=[CH:11][CH:10]=[C:9]([O:13][C:14]2[CH:19]=[CH:18][C:17]([NH:20][C:21]3[C:31]4[CH:30]=[C:29]([CH2:32][NH:37][CH2:38][CH2:39][S:40]([C:43]([CH3:47])([CH3:46])[CH2:44][OH:45])(=[O:42])=[O:41])[CH2:28][CH2:27][NH:26][C:25]=4[N:24]=[CH:23][N:22]=3)=[CH:16][C:15]=2[Cl:34])[CH:8]=1)([CH3:4])([CH3:3])[CH3:2], predict the reactants needed to synthesize it. The reactants are: [C:1]([NH:5][C:6](=[O:35])[C:7]1[CH:12]=[CH:11][CH:10]=[C:9]([O:13][C:14]2[CH:19]=[CH:18][C:17]([NH:20][C:21]3[C:31]4[CH:30]=[C:29]([CH:32]=O)[CH2:28][CH2:27][NH:26][C:25]=4[N:24]=[CH:23][N:22]=3)=[CH:16][C:15]=2[Cl:34])[CH:8]=1)([CH3:4])([CH3:3])[CH3:2].[ClH:36].[NH2:37][CH2:38][CH2:39][S:40]([C:43]([CH3:47])([CH3:46])[CH2:44][OH:45])(=[O:42])=[O:41].C(O[BH-](OC(=O)C)OC(=O)C)(=O)C.[Na+].C(=O)(O)[O-].[Na+].Cl.C(OCC)(=O)C.